Dataset: Full USPTO retrosynthesis dataset with 1.9M reactions from patents (1976-2016). Task: Predict the reactants needed to synthesize the given product. (1) Given the product [CH:39]1([CH2:38][N:35]2[CH:36]=[CH:37][C:32]([C:15]3[CH:14]=[CH:13][C:3]([O:4][C:5]4[CH:6]=[C:7]([CH3:12])[N:8]=[C:9]([CH3:11])[CH:10]=4)=[C:2]([F:1])[CH:16]=3)=[C:33]([C:43]#[N:44])[C:34]2=[O:42])[CH2:40][CH2:41]1, predict the reactants needed to synthesize it. The reactants are: [F:1][C:2]1[CH:16]=[C:15](B2OC(C)(C)C(C)(C)O2)[CH:14]=[CH:13][C:3]=1[O:4][C:5]1[CH:10]=[C:9]([CH3:11])[N:8]=[C:7]([CH3:12])[CH:6]=1.C([O-])(O)=O.[Na+].Br[C:32]1[CH:37]=[CH:36][N:35]([CH2:38][CH:39]2[CH2:41][CH2:40]2)[C:34](=[O:42])[C:33]=1[C:43]#[N:44]. (2) Given the product [Cl:12][C:13]1[C:22]2[C:17](=[CH:18][CH:19]=[C:20]([C:23]([C:25]3[N:29]([CH3:30])[CH:28]=[N:27][CH:26]=3)([C:2]3[CH:7]=[N:6][C:5]([C:8]([F:11])([F:10])[F:9])=[CH:4][CH:3]=3)[OH:24])[CH:21]=2)[N:16]=[C:15]([O:31][CH3:32])[C:14]=1[CH2:33][C:34]1[CH:35]=[CH:36][C:37]([S:40]([CH3:43])(=[O:41])=[O:42])=[CH:38][CH:39]=1, predict the reactants needed to synthesize it. The reactants are: Br[C:2]1[CH:3]=[CH:4][C:5]([C:8]([F:11])([F:10])[F:9])=[N:6][CH:7]=1.[Cl:12][C:13]1[C:22]2[C:17](=[CH:18][CH:19]=[C:20]([C:23]([C:25]3[N:29]([CH3:30])[CH:28]=[N:27][CH:26]=3)=[O:24])[CH:21]=2)[N:16]=[C:15]([O:31][CH3:32])[C:14]=1[CH2:33][C:34]1[CH:39]=[CH:38][C:37]([S:40]([CH3:43])(=[O:42])=[O:41])=[CH:36][CH:35]=1.